From a dataset of TCR-epitope binding with 47,182 pairs between 192 epitopes and 23,139 TCRs. Binary Classification. Given a T-cell receptor sequence (or CDR3 region) and an epitope sequence, predict whether binding occurs between them. The epitope is AVFDRKSDAK. The TCR CDR3 sequence is CASSRTEPTQPQHF. Result: 1 (the TCR binds to the epitope).